Dataset: Peptide-MHC class II binding affinity with 134,281 pairs from IEDB. Task: Regression. Given a peptide amino acid sequence and an MHC pseudo amino acid sequence, predict their binding affinity value. This is MHC class II binding data. (1) The peptide sequence is KMIGGIGGFIKVRQYDQIPI. The MHC is DRB5_0101 with pseudo-sequence DRB5_0101. The binding affinity (normalized) is 0.566. (2) The peptide sequence is KALYDLQRSAMVYSS. The MHC is DRB1_0404 with pseudo-sequence DRB1_0404. The binding affinity (normalized) is 0.611. (3) The peptide sequence is GIKVGYTAHIRKATE. The MHC is DRB1_0101 with pseudo-sequence DRB1_0101. The binding affinity (normalized) is 0.484.